Dataset: Forward reaction prediction with 1.9M reactions from USPTO patents (1976-2016). Task: Predict the product of the given reaction. Given the reactants [NH3:1].[ClH:2].[NH:3]1[CH:7]=[CH:6][C:5]([C:8](=[NH:12])OCC)=[N:4]1, predict the reaction product. The product is: [ClH:2].[NH:3]1[CH:7]=[CH:6][C:5]([C:8](=[NH:12])[NH2:1])=[N:4]1.